From a dataset of Experimentally validated miRNA-target interactions with 360,000+ pairs, plus equal number of negative samples. Binary Classification. Given a miRNA mature sequence and a target amino acid sequence, predict their likelihood of interaction. (1) The miRNA is hsa-miR-133a-5p with sequence AGCUGGUAAAAUGGAACCAAAU. The protein sequence of the target gene is MVNLAAMVWRRLLRKRWVLALVFGLSLVYFLSSTFKQEERAVRDRNLLQVHDHNQPIPWKVQFNLGNSSRPSNQCRNSIQGKHLITDELGYVCERKDLLVNGCCNVNVPSTKQYCCDGCWPNGCCSAYEYCVSCCLQPNKQLLLERFLNRAAVAFQNLFMAVEDHFELCLAKCRTSSQSVQHENTYRDPIAKYCYGESPPELFPA. Result: 1 (interaction). (2) The miRNA is mmu-miR-653-5p with sequence GUGUUGAAACAAUCUCUACUG. The protein sequence of the target gene is MAAMAPGGGGSGSGVNPFLSDSDEDDDEVAATEDRRAGLRLGAGVGLDPGSAGSLSPQDPMALGSSARPGLAVEMSAAPAALGGSGETPARLSIDAIAAQLLRDQYLLTALELHTELLESGRELPRLRDYFSNPGNFERQSGTPPGMGAPGIPGASIVGGAGGREPSTTSGGGQLNRAGSISTLDSLDFARYSDDGNRETDERVAVLEFELRKAKETIQALRANLTKAAEHEVPLQERKNYKSSPEIQEPIKPLEKRALNFLVNEFLLKNNYKLTSITFSDENDDQDFELWDDVGLNIPK.... Result: 0 (no interaction). (3) The miRNA is hsa-miR-125b-2-3p with sequence UCACAAGUCAGGCUCUUGGGAC. The protein sequence of the target gene is MADAEARAEFPEEARPDRGTLQVLQDMASRLRIHSIRATCSTSSGHPTSCSSSSEIMSVLFFYIMRYKQSDPENPDNDRFVLAKRLSFVDVATGWLGQGLGVACGMAYTGKYFDRASYRVFCLMSDGESSEGSVWEAMAFASYYSLDNLVAIFDVNRLGHSGALPAEHCINIYQRRCEAFGWNTYVVDGRDVEALCQVFWQASQVKHKPTAVVAKTFKGRGTPSIEDAESWHAKPMPRERADAIIKLIESQIQTSRNLDPQPPIEDSPEVNITDVRMTSPPDYRVGDKIATRKACGLALA.... Result: 0 (no interaction). (4) The miRNA is hsa-miR-2115-5p with sequence AGCUUCCAUGACUCCUGAUGGA. The protein sequence of the target gene is MSKAAGGSAPAAESCPSAPAGASTPTGVDDLSKVTDEELLQWSKEELIRSLRRAEAEKVSAMLDHSNLIREVNRRLQLHLGEIRGLKDINQKLQEDNQELRDLCCFLDDDRQKGKRVSREWQRLGRYTAGVMHKEVALYLQKLKELEVKQEEVVKENMELKELCMLLDEEKGVGCAGSRCSIDSQASLCQLVASATPYVRDVGDGSSTSSTGSTDSPDHHKHHASGGSPEHLQKPRSEGSPEHTKHRSTSPEHLHKPRASGTPDHSKALKGPSPEHHKPLCKGSPEQQRHPHPGSSPEVL.... Result: 0 (no interaction).